This data is from PAMPA (Parallel Artificial Membrane Permeability Assay) permeability data from NCATS. The task is: Regression/Classification. Given a drug SMILES string, predict its absorption, distribution, metabolism, or excretion properties. Task type varies by dataset: regression for continuous measurements (e.g., permeability, clearance, half-life) or binary classification for categorical outcomes (e.g., BBB penetration, CYP inhibition). Dataset: pampa_ncats. The drug is C1CN(CCC1C(=O)N)C2=NC=C(S2)C3=CC4=C(C=C3)OCO4. The result is 1 (high permeability).